Dataset: Catalyst prediction with 721,799 reactions and 888 catalyst types from USPTO. Task: Predict which catalyst facilitates the given reaction. (1) Reactant: [CH2:1]([O:3][C:4]1[N:9]=[CH:8][C:7]([O:10][C@@H:11]2[CH2:15][CH2:14][NH:13][C:12]2=[O:16])=[CH:6][CH:5]=1)[CH3:2].Br[C:18]1[CH:26]=[C:25]2[C:21]([CH2:22][CH2:23][C:24]2=[O:27])=[C:20]([F:28])[CH:19]=1.CNCCNC. Product: [CH2:1]([O:3][C:4]1[N:9]=[CH:8][C:7]([O:10][C@@H:11]2[CH2:15][CH2:14][N:13]([C:18]3[CH:26]=[C:25]4[C:21](=[C:20]([F:28])[CH:19]=3)[CH2:22][CH2:23][C:24]4=[O:27])[C:12]2=[O:16])=[CH:6][CH:5]=1)[CH3:2]. The catalyst class is: 12. (2) The catalyst class is: 128. Reactant: C(OC(N[C@@H](CC1C=NC(C(F)(F)F)=CC=1)C[N:11]([C:19]1[S:20][C:21]([C:24]2[CH:25]=[C:26]3[C:31](=[CH:32][CH:33]=2)[CH:30]=[N:29][C:28]([F:34])=[CH:27]3)=[CH:22][N:23]=1)[C:12](=[O:18])[O:13][C:14]([CH3:17])([CH3:16])[CH3:15])=O)(C)(C)C.[Cl-].[Li+]. Product: [F:34][C:28]1[N:29]=[CH:30][C:31]2[C:26]([CH:27]=1)=[CH:25][C:24]([C:21]1[S:20][C:19]([NH:11][C:12](=[O:18])[O:13][C:14]([CH3:16])([CH3:15])[CH3:17])=[N:23][CH:22]=1)=[CH:33][CH:32]=2. (3) Reactant: [Cl:1][C:2]1[CH:3]=[C:4]([CH2:17][N:18]2[C:22]([CH3:23])=[CH:21][C:20]([C:24](O)=[O:25])=[N:19]2)[C:5]2[O:9][C:8]([C:10]3[CH:15]=[CH:14][CH:13]=[CH:12][CH:11]=3)=[CH:7][C:6]=2[CH:16]=1.C(N1CCOCC1)C.[C:35]([N:42]1[CH2:46][CH2:45][C@@H:44]([NH2:47])[CH2:43]1)([O:37][C:38]([CH3:41])([CH3:40])[CH3:39])=[O:36].O.ON1C2C=CC=CC=2N=N1.CN(C)CCCN=C=NCC. Product: [Cl:1][C:2]1[CH:3]=[C:4]([CH2:17][N:18]2[C:22]([CH3:23])=[CH:21][C:20]([C:24]([NH:47][C@@H:44]3[CH2:45][CH2:46][N:42]([C:35]([O:37][C:38]([CH3:41])([CH3:40])[CH3:39])=[O:36])[CH2:43]3)=[O:25])=[N:19]2)[C:5]2[O:9][C:8]([C:10]3[CH:11]=[CH:12][CH:13]=[CH:14][CH:15]=3)=[CH:7][C:6]=2[CH:16]=1. The catalyst class is: 42. (4) Reactant: [F:1][C:2]1[CH:3]=[C:4]([CH:17]=[CH:18][C:19]=1[CH2:20][N:21]1[CH2:26][CH2:25][N:24]([CH3:27])[CH2:23][CH2:22]1)[O:5][CH:6]1[CH2:9][N:8](C(OC(C)(C)C)=O)[CH2:7]1.C(O)(C(F)(F)F)=O. Product: [NH:8]1[CH2:9][CH:6]([O:5][C:4]2[CH:17]=[CH:18][C:19]([CH2:20][N:21]3[CH2:22][CH2:23][N:24]([CH3:27])[CH2:25][CH2:26]3)=[C:2]([F:1])[CH:3]=2)[CH2:7]1. The catalyst class is: 2. (5) Reactant: [N+:1]([C:4]1[CH:5]=[C:6]([NH:10][C:11]2[N:18]=[CH:17][CH:16]=[CH:15][C:12]=2[CH:13]=O)[CH:7]=[CH:8][CH:9]=1)([O-:3])=[O:2].[N:19]1[CH:24]=[CH:23][CH:22]=[C:21]([CH2:25][CH2:26][CH2:27][C:28](OC)=[O:29])[CH:20]=1.[Li+].CC([N-]C(C)C)C. Product: [N+:1]([C:4]1[CH:5]=[C:6]([N:10]2[C:11]3[C:12](=[CH:15][CH:16]=[CH:17][N:18]=3)[CH:13]=[C:27]([CH2:26][CH2:25][C:21]3[CH:20]=[N:19][CH:24]=[CH:23][CH:22]=3)[C:28]2=[O:29])[CH:7]=[CH:8][CH:9]=1)([O-:3])=[O:2]. The catalyst class is: 3. (6) Reactant: [C:1]1([CH2:7][C:8]([OH:10])=O)[CH:6]=[CH:5][CH:4]=[CH:3][CH:2]=1.CN(C(ON1N=NC2C=CC=NC1=2)=[N+](C)C)C.F[P-](F)(F)(F)(F)F.CN1CCOCC1.[CH3:42][O:43][C:44]1[C:45]2[N:58]=[C:57]([NH2:59])[S:56][C:46]=2[C:47]([N:50]2[CH2:55][CH2:54][O:53][CH2:52][CH2:51]2)=[N:48][CH:49]=1. Product: [CH3:42][O:43][C:44]1[C:45]2[N:58]=[C:57]([NH:59][C:8](=[O:10])[CH2:7][C:1]3[CH:2]=[CH:3][CH:4]=[CH:5][CH:6]=3)[S:56][C:46]=2[C:47]([N:50]2[CH2:51][CH2:52][O:53][CH2:54][CH2:55]2)=[N:48][CH:49]=1. The catalyst class is: 1. (7) Reactant: C(O[C@H:5]1[CH2:9][N:8](C(OC(C)(C)C)=O)[C@@H:7]([CH2:17][OH:18])[CH2:6]1)C=C.[CH:19]([C@@H:22]([CH2:26][CH:27]=C)[C:23]([OH:25])=O)([CH3:21])[CH3:20].[Li+].[OH-:30].OO. Product: [CH:19]([C@H:22]1[CH2:26][CH2:27][N:8]([C@@H:7]([CH2:6][CH2:5][C:9]2[CH:17]=[CH:7][CH:6]=[CH:5][CH:9]=2)[C:17]([OH:18])=[O:30])[C:23]1=[O:25])([CH3:20])[CH3:21]. The catalyst class is: 20. (8) Product: [Cl:1][C:2]1[CH:7]=[CH:6][N:5]=[C:4]([C:8]([N:10]([CH3:11])[C:25](=[O:26])[O:27][C:28]([CH3:29])([CH3:30])[CH3:31])=[O:9])[CH:3]=1. The catalyst class is: 1. Reactant: [Cl:1][C:2]1[CH:7]=[CH:6][N:5]=[C:4]([C:8]([NH:10][CH3:11])=[O:9])[CH:3]=1.[Li]CCCC.[C:25](O[C:25]([O:27][C:28]([CH3:31])([CH3:30])[CH3:29])=[O:26])([O:27][C:28]([CH3:31])([CH3:30])[CH3:29])=[O:26]. (9) Reactant: Cl[C:2]1[C:11]2=[N:12][N:13](CC3C=CC(OC)=CC=3)[CH:14]=[C:10]2[C:9]2[CH:8]=[C:7]([O:24][CH3:25])[CH:6]=[CH:5][C:4]=2[N:3]=1.[O:26]1[CH2:31][CH2:30][N:29]([C:32]2[CH:38]=[CH:37][C:35]([NH2:36])=[CH:34][C:33]=2[N+:39]([O-:41])=[O:40])[CH2:28][CH2:27]1.Cl. Product: [CH3:25][O:24][C:7]1[CH:6]=[CH:5][C:4]2[N:3]=[C:2]([NH:36][C:35]3[CH:37]=[CH:38][C:32]([N:29]4[CH2:28][CH2:27][O:26][CH2:31][CH2:30]4)=[C:33]([N+:39]([O-:41])=[O:40])[CH:34]=3)[C:11]3=[N:12][NH:13][CH:14]=[C:10]3[C:9]=2[CH:8]=1. The catalyst class is: 71.